From a dataset of Forward reaction prediction with 1.9M reactions from USPTO patents (1976-2016). Predict the product of the given reaction. Given the reactants [CH:1]1([C:4]([N:6]2[CH2:11][CH2:10][N:9]([C:12]3[CH:17]=[CH:16][CH:15]=[C:14]([C:18]4[N:22]([CH3:23])[C:21]5[CH:24]=[CH:25][CH:26]=[CH:27][C:20]=5[N:19]=4)[CH:13]=3)[CH2:8][CH2:7]2)=O)[CH2:3][CH2:2]1.S(C)C, predict the reaction product. The product is: [CH:1]1([CH2:4][N:6]2[CH2:7][CH2:8][N:9]([C:12]3[CH:13]=[C:14]([C:18]4[N:22]([CH3:23])[C:21]5[CH:24]=[CH:25][CH:26]=[CH:27][C:20]=5[N:19]=4)[CH:15]=[CH:16][CH:17]=3)[CH2:10][CH2:11]2)[CH2:3][CH2:2]1.